Dataset: Reaction yield outcomes from USPTO patents with 853,638 reactions. Task: Predict the reaction yield, written as a fraction of the theoretical maximum amount of product (1.0 means a 100% yield; for example, 0.34 means a 34% yield). (1) The reactants are [CH:1](O)=[O:2].CC(OC(C)=O)=O.[NH2:11][CH:12]([C:18]#[N:19])[C:13]([O:15][CH2:16][CH3:17])=[O:14]. The catalyst is C1COCC1. The product is [C:18]([CH:12]([NH:11][CH:1]=[O:2])[C:13]([O:15][CH2:16][CH3:17])=[O:14])#[N:19]. The yield is 0.700. (2) The reactants are [CH3:1][O:2][C:3]([C:5]1[C:9]([N+:10]([O-])=O)=[CH:8][NH:7][N:6]=1)=[O:4]. The catalyst is [Pd].C(O)C. The product is [CH3:1][O:2][C:3]([C:5]1[C:9]([NH2:10])=[CH:8][NH:7][N:6]=1)=[O:4]. The yield is 0.989. (3) The reactants are [CH2:1]([N:8]([CH2:22][C:23]([O:25]CC)=O)[C:9]1[C:18]([N+:19]([O-])=O)=[CH:17][C:12]([C:13]([O:15][CH3:16])=[O:14])=[CH:11][N:10]=1)[C:2]1[CH:7]=[CH:6][CH:5]=[CH:4][CH:3]=1.P(OC1C=CC=CC=1)(OC1C=CC=CC=1)OC1C=CC=CC=1.[H][H]. The catalyst is ClCCl.[NH4+].[O-][V](=O)=O.[Pt]. The product is [CH2:1]([N:8]1[CH2:22][C:23](=[O:25])[NH:19][C:18]2[CH:17]=[C:12]([C:13]([O:15][CH3:16])=[O:14])[CH:11]=[N:10][C:9]1=2)[C:2]1[CH:7]=[CH:6][CH:5]=[CH:4][CH:3]=1. The yield is 0.710. (4) The reactants are [Cl:1][C:2]1[N:7]=[C:6]([C:8]2[CH:14]=[CH:13][C:11]([NH2:12])=[CH:10][CH:9]=2)[CH:5]=[CH:4][N:3]=1.C[C:16]1(C)[C:20]([CH3:22])([CH3:21])OB(C2C=CC(N)=CC=2)[O:17]1.ClC1N=C(Cl)C=CN=1.C([O-])(O)=O.[Na+]. The catalyst is CC#N.O.CCOC(C)=O.C1C=CC([P]([Pd]([P](C2C=CC=CC=2)(C2C=CC=CC=2)C2C=CC=CC=2)([P](C2C=CC=CC=2)(C2C=CC=CC=2)C2C=CC=CC=2)[P](C2C=CC=CC=2)(C2C=CC=CC=2)C2C=CC=CC=2)(C2C=CC=CC=2)C2C=CC=CC=2)=CC=1. The product is [Cl:1][C:2]1[N:7]=[C:6]([C:8]2[CH:14]=[CH:13][C:11]([NH:12][C:16](=[O:17])[CH:20]([CH3:22])[CH3:21])=[CH:10][CH:9]=2)[CH:5]=[CH:4][N:3]=1. The yield is 0.560. (5) The reactants are Br[C:2]1[C:22]([O:23][CH3:24])=[CH:21][C:5]2[N:6]([CH3:20])[C:7](=[O:19])[CH2:8][N:9]=[C:10]([C:11]3[CH:12]=[C:13]([CH:16]=[CH:17][CH:18]=3)[C:14]#[N:15])[C:4]=2[CH:3]=1.C1(B(O)O)C=CC=CC=1.[C:34]([C:36]1[CH:41]=[CH:40][C:39](B(O)O)=[CH:38][CH:37]=1)#[N:35]. No catalyst specified. The product is [CH3:24][O:23][C:22]1[C:2]([C:39]2[CH:40]=[CH:41][C:36]([C:34]#[N:35])=[CH:37][CH:38]=2)=[CH:3][C:4]2[C:10]([C:11]3[CH:12]=[C:13]([CH:16]=[CH:17][CH:18]=3)[C:14]#[N:15])=[N:9][CH2:8][C:7](=[O:19])[N:6]([CH3:20])[C:5]=2[CH:21]=1. The yield is 0.140. (6) The reactants are Cl.Cl.[NH:3]1[CH2:7][CH2:6][CH2:5][C@@H:4]1[CH2:8][O:9][C:10]1[C:11]([C:16]([NH2:18])=[O:17])=[N:12][CH:13]=[CH:14][CH:15]=1.[NH:19]1[C:27]2[C:22](=[CH:23][CH:24]=[CH:25][CH:26]=2)[CH:21]=[C:20]1[C:28](O)=[O:29].C(N(CC)CC)C.F[P-](F)(F)(F)(F)F.C[N+](C)=C(N(C)C)ON1C2C=CC=CC=2N=N1. The catalyst is C(#N)C.O. The product is [NH:19]1[C:27]2[C:22](=[CH:23][CH:24]=[CH:25][CH:26]=2)[CH:21]=[C:20]1[C:28]([N:3]1[CH2:7][CH2:6][CH2:5][C@@H:4]1[CH2:8][O:9][C:10]1[C:11]([C:16]([NH2:18])=[O:17])=[N:12][CH:13]=[CH:14][CH:15]=1)=[O:29]. The yield is 0.710. (7) The reactants are [N+:1]([CH2:4][CH2:5]OC(=O)C)([O-:3])=[O:2].[F:10][C:11]1[CH:16]=[CH:15][C:14]([C:17]2[CH:21]=[CH:20][N:19]([CH:22]3[CH2:27][CH2:26][NH:25][CH2:24][CH2:23]3)[C:18]=2[C:28]2[CH:33]=[CH:32][N:31]=[CH:30][CH:29]=2)=[CH:13][CH:12]=1. The catalyst is C(O)C. The product is [F:10][C:11]1[CH:16]=[CH:15][C:14]([C:17]2[CH:21]=[CH:20][N:19]([CH:22]3[CH2:23][CH2:24][N:25]([CH2:5][CH2:4][N+:1]([O-:3])=[O:2])[CH2:26][CH2:27]3)[C:18]=2[C:28]2[CH:29]=[CH:30][N:31]=[CH:32][CH:33]=2)=[CH:13][CH:12]=1. The yield is 0.760. (8) The reactants are CC([O-])(C)C.[K+].CC1C=CC(S([CH2:17][N+:18]#[C-])(=O)=O)=CC=1.[CH2:20]([O:27][C:28]1[CH:29]=[C:30]([CH:33]=[CH:34][C:35]=1[O:36][CH3:37])[CH:31]=O)[C:21]1[CH:26]=[CH:25][CH:24]=[CH:23][CH:22]=1.CO. The catalyst is C1COCC1.O. The product is [CH2:20]([O:27][C:28]1[CH:29]=[C:30]([CH2:31][C:17]#[N:18])[CH:33]=[CH:34][C:35]=1[O:36][CH3:37])[C:21]1[CH:26]=[CH:25][CH:24]=[CH:23][CH:22]=1. The yield is 0.480. (9) The yield is 0.840. The reactants are Br[CH2:2][CH2:3][CH2:4][CH2:5][CH2:6][CH2:7][CH2:8][CH2:9][CH2:10][CH2:11][CH2:12][CH2:13][N:14]1[C:22](=[O:23])[C:21]2[C:16](=[CH:17][CH:18]=[CH:19][CH:20]=2)[C:15]1=[O:24].[CH2:25]([O:27][P:28]([O:32]CC)[O:29][CH2:30][CH3:31])[CH3:26]. The product is [O:24]=[C:15]1[C:16]2[C:21](=[CH:20][CH:19]=[CH:18][CH:17]=2)[C:22](=[O:23])[N:14]1[CH2:13][CH2:12][CH2:11][CH2:10][CH2:9][CH2:8][CH2:7][CH2:6][CH2:5][CH2:4][CH2:3][CH2:2][P:28](=[O:32])([O:29][CH2:30][CH3:31])[O:27][CH2:25][CH3:26]. The catalyst is C(OCC)(=O)C. (10) The reactants are [Br:1][C:2]1[C:10]([F:11])=[CH:9][C:8]2[NH:7][N:6]=[CH:5][C:4]=2[C:3]=1[C:12]([O:14][CH3:15])=[O:13].F[B-](F)(F)F.[CH3:21][O+](C)C. The catalyst is C(OCC)(=O)C.C(=O)([O-])O.[Na+]. The product is [Br:1][C:2]1[C:10]([F:11])=[CH:9][C:8]2[C:4](=[CH:5][N:6]([CH3:21])[N:7]=2)[C:3]=1[C:12]([O:14][CH3:15])=[O:13]. The yield is 0.780.